From a dataset of Forward reaction prediction with 1.9M reactions from USPTO patents (1976-2016). Predict the product of the given reaction. Given the reactants Br[C:2]1[CH:3]=[C:4]([O:11][C@@H:12]([C@H:14]2[CH2:18][N:17]([C@@H:19]([C:21]3[CH:26]=[CH:25][C:24]([O:27][CH3:28])=[CH:23][CH:22]=3)[CH3:20])[C:16](=[O:29])[CH2:15]2)[CH3:13])[C:5]2[N:6]([N:8]=[CH:9][CH:10]=2)[CH:7]=1.[CH3:30][N:31]1[C:35]2[CH:36]=[C:37]([Sn](CCCC)(CCCC)CCCC)[S:38][C:34]=2[CH:33]=[N:32]1.[F-].[Cs+], predict the reaction product. The product is: [CH3:28][O:27][C:24]1[CH:25]=[CH:26][C:21]([C@H:19]([N:17]2[CH2:18][C@H:14]([C@H:12]([O:11][C:4]3[C:5]4[N:6]([N:8]=[CH:9][CH:10]=4)[CH:7]=[C:2]([C:37]4[S:38][C:34]5[CH:33]=[N:32][N:31]([CH3:30])[C:35]=5[CH:36]=4)[CH:3]=3)[CH3:13])[CH2:15][C:16]2=[O:29])[CH3:20])=[CH:22][CH:23]=1.